From a dataset of Catalyst prediction with 721,799 reactions and 888 catalyst types from USPTO. Predict which catalyst facilitates the given reaction. (1) Reactant: [Br:1][C:2]1[C:3]([O:20][CH3:21])=[C:4]([CH:10]([NH:12]C(=O)OC(C)(C)C)[CH3:11])[CH:5]=[C:6]([Cl:9])[C:7]=1[CH3:8].Cl.O1CCOCC1. Product: [Br:1][C:2]1[C:3]([O:20][CH3:21])=[C:4]([CH:10]([NH2:12])[CH3:11])[CH:5]=[C:6]([Cl:9])[C:7]=1[CH3:8]. The catalyst class is: 389. (2) Reactant: [O:1]1[CH:5]=[CH:4][CH:3]=[C:2]1[C:6](=O)[CH:7]=O.Cl.[NH2:11][CH2:12][C:13]([NH2:15])=[O:14].[OH-].[Na+]. Product: [O:1]1[CH:5]=[CH:4][CH:3]=[C:2]1[C:6]1[N:11]=[CH:12][C:13]([OH:14])=[N:15][CH:7]=1. The catalyst class is: 24. (3) Reactant: [CH3:1][C:2]1[CH:7]=[CH:6][CH:5]=[C:4]([CH3:8])[C:3]=1[NH:9][C:10](=[O:18])[CH2:11][N:12]1[CH2:17][CH2:16][NH:15][CH2:14][CH2:13]1.[CH3:19][O:20][C:21]1[CH:31]=[CH:30][CH:29]=[CH:28][C:22]=1[O:23][CH2:24][CH:25]1[O:27][CH2:26]1. Product: [CH3:1][C:2]1[C:3]([NH:9][C:10]([CH2:11][N:12]2[CH2:13][CH2:14][N:15]([CH2:26][CH:25]([OH:27])[CH2:24][O:23][C:22]3[CH:28]=[CH:29][CH:30]=[CH:31][C:21]=3[O:20][CH3:19])[CH2:16][CH2:17]2)=[O:18])=[C:4]([CH3:8])[CH:5]=[CH:6][CH:7]=1. The catalyst class is: 21.